This data is from Catalyst prediction with 721,799 reactions and 888 catalyst types from USPTO. The task is: Predict which catalyst facilitates the given reaction. (1) Reactant: [F:1][C:2]1[CH:7]=[C:6]([N+:8]([O-:10])=[O:9])[CH:5]=[CH:4][C:3]=1[CH:11]1CCC2OC(C)(C)OC2[CH2:12]1.[H][H]. Product: [F:1][C:2]1[CH:7]=[C:6]([N+:8]([O-:10])=[O:9])[CH:5]=[CH:4][C:3]=1[CH:11]=[CH2:12]. The catalyst class is: 19. (2) Reactant: [Cl:1][C:2]1[S:6][C:5]([S:7]([NH:10][C:11]2[C:19]3[C:14](=[C:15]([F:22])[CH:16]=[CH:17][C:18]=3[O:20][CH3:21])[N:13]([CH2:23][C:24]3[CH:29]=[CH:28][CH:27]=[C:26]([C:30]#[N:31])[CH:25]=3)[N:12]=2)(=[O:9])=[O:8])=[CH:4][CH:3]=1.[H-].[Al+3].[Li+].[H-].[H-].[H-]. Product: [NH2:31][CH2:30][C:26]1[CH:25]=[C:24]([CH2:23][N:13]2[C:14]3[C:19](=[C:18]([O:20][CH3:21])[CH:17]=[CH:16][C:15]=3[F:22])[C:11]([NH:10][S:7]([C:5]3[S:6][C:2]([Cl:1])=[CH:3][CH:4]=3)(=[O:9])=[O:8])=[N:12]2)[CH:29]=[CH:28][CH:27]=1. The catalyst class is: 165. (3) Product: [CH:8]([C:7]1[C:2]2[B:23]([OH:24])[O:17][CH2:13][C:3]=2[CH:4]=[CH:5][CH:6]=1)=[O:9]. The catalyst class is: 1. Reactant: Br[C:2]1[C:7]([CH2:8][O:9]COC)=[CH:6][CH:5]=[CH:4][C:3]=1[CH:13]1[O:17]CCO1.[Li]CCCC.[B:23](OC(C)C)(OC(C)C)[O:24]C(C)C. (4) Reactant: [N+:1]([C:4]1[CH:9]=[CH:8][C:7]([C:10](=[O:20])[CH2:11][NH:12][C:13](=O)[C:14]([O:16][CH2:17][CH3:18])=[O:15])=[CH:6][CH:5]=1)([O-:3])=[O:2]. Product: [N+:1]([C:4]1[CH:5]=[CH:6][C:7]([C:10]2[O:20][C:13]([C:14]([O:16][CH2:17][CH3:18])=[O:15])=[N:12][CH:11]=2)=[CH:8][CH:9]=1)([O-:3])=[O:2]. The catalyst class is: 265. (5) Reactant: [NH:1]([C:8]1[C:13]([Cl:14])=[CH:12][N:11]=[C:10]([NH:15][C:16]2[CH:21]=[CH:20][C:19]([C:22]([OH:24])=O)=[CH:18][CH:17]=2)[N:9]=1)[C:2]1[CH:7]=[CH:6][CH:5]=[CH:4][CH:3]=1.[NH2:25][CH2:26][CH2:27][CH2:28][N:29]1[CH:33]=[CH:32][N:31]=[CH:30]1.ON1C2C=CC=CC=2N=N1.C(N(CC)C(C)C)(C)C.Cl.CN(C)CCCN=C=NCC. Product: [NH:1]([C:8]1[C:13]([Cl:14])=[CH:12][N:11]=[C:10]([NH:15][C:16]2[CH:21]=[CH:20][C:19]([C:22](=[O:24])[NH:25][CH2:26][CH2:27][CH2:28][N:29]3[CH:33]=[CH:32][N:31]=[CH:30]3)=[CH:18][CH:17]=2)[N:9]=1)[C:2]1[CH:3]=[CH:4][CH:5]=[CH:6][CH:7]=1. The catalyst class is: 2. (6) Reactant: [C:1]1([NH2:8])[CH:6]=[CH:5][CH:4]=[CH:3][C:2]=1[NH2:7].O[S:10]([OH:13])(=[O:12])=[O:11].[OH:14][S:15]([OH:18])(=O)=[O:16].O=S(=O)=O.[C:23](O)(=O)[C:24]1[CH:29]=[CH:28][CH:27]=[CH:26][CH:25]=1. Product: [C:24]1([C:23]2[NH:7][C:2]3[C:3]([S:10]([OH:13])(=[O:12])=[O:11])=[CH:4][C:5]([S:15]([OH:18])(=[O:16])=[O:14])=[CH:6][C:1]=3[N:8]=2)[CH:29]=[CH:28][CH:27]=[CH:26][CH:25]=1. The catalyst class is: 6. (7) Reactant: O[Li].O.[C:4]1([C:14]([NH:16][C@H:17]2[C:25]3[C:20](=[CH:21][CH:22]=[C:23]([C:26]([O:28]C)=[O:27])[CH:24]=3)[CH2:19][CH2:18]2)=[O:15])[C:13]2[C:8](=[CH:9][CH:10]=[CH:11][CH:12]=2)[CH:7]=[CH:6][CH:5]=1. Product: [C:4]1([C:14]([NH:16][C@H:17]2[C:25]3[C:20](=[CH:21][CH:22]=[C:23]([C:26]([OH:28])=[O:27])[CH:24]=3)[CH2:19][CH2:18]2)=[O:15])[C:13]2[C:8](=[CH:9][CH:10]=[CH:11][CH:12]=2)[CH:7]=[CH:6][CH:5]=1. The catalyst class is: 72. (8) Reactant: C(N)C(O)=O.C(O)C(N)(CO)CO.[CH3:14][CH2:15][CH2:16][CH2:17][CH2:18][CH2:19][CH2:20][CH2:21][CH2:22][CH2:23][CH2:24][CH2:25][O:26][S:27]([O-:30])(=[O:29])=[O:28].[Na+:31]. Product: [CH3:14][CH2:15][CH2:16][CH2:17][CH2:18][CH2:19][CH2:20][CH2:21][CH2:22][CH2:23][CH2:24][CH2:25][O:26][S:27]([O-:30])(=[O:29])=[O:28].[Na+:31]. The catalyst class is: 6. (9) Reactant: [CH2:1]([NH2:4])[CH2:2][NH2:3].C[Al](C)C.[F:9][C:10]([CH3:41])([CH3:40])[CH2:11][CH2:12][CH:13]1[C:17](=O)[O:16][CH:15]([CH:19]([NH:27][C:28]([C:30]2[CH:39]=[N:38][C:37]3[C:32](=[CH:33][CH:34]=[CH:35][CH:36]=3)[N:31]=2)=[O:29])[CH2:20][C:21]2[CH:26]=[CH:25][CH:24]=[CH:23][CH:22]=2)[CH2:14]1. Product: [CH2:20]([CH:19]([NH:27][C:28]([C:30]1[CH:39]=[N:38][C:37]2[C:32](=[CH:33][CH:34]=[CH:35][CH:36]=2)[N:31]=1)=[O:29])[CH:15]([OH:16])[CH2:14][CH:13]([C:17]1[NH:3][CH2:2][CH2:1][N:4]=1)[CH2:12][CH2:11][C:10]([F:9])([CH3:41])[CH3:40])[C:21]1[CH:22]=[CH:23][CH:24]=[CH:25][CH:26]=1. The catalyst class is: 11. (10) Reactant: [CH3:1][C:2]1[CH:7]=[C:6]([CH3:8])[CH:5]=[C:4]([CH3:9])[C:3]=1[N:10]=[C:11]([C:13]1[CH:18]=[CH:17][CH:16]=[C:15]([C:19](=O)[CH3:20])[N:14]=1)[CH3:12].[NH2:22][N:23]1[CH:27]=[CH:26][CH:25]=[CH:24]1. Product: [CH3:1][C:2]1[CH:7]=[C:6]([CH3:8])[CH:5]=[C:4]([CH3:9])[C:3]=1[N:10]=[C:11]([C:13]1[CH:18]=[CH:17][CH:16]=[C:15]([C:19](=[N:22][N:23]2[CH:27]=[CH:26][CH:25]=[CH:24]2)[CH3:20])[N:14]=1)[CH3:12]. The catalyst class is: 11.